Dataset: Forward reaction prediction with 1.9M reactions from USPTO patents (1976-2016). Task: Predict the product of the given reaction. Given the reactants C(OC([N:8]1[CH2:14][CH2:13][CH2:12][N:11]([CH:15]([CH3:17])[CH3:16])[CH2:10][CH2:9]1)=O)(C)(C)C.[ClH:18], predict the reaction product. The product is: [ClH:18].[CH:15]([N:11]1[CH2:12][CH2:13][CH2:14][NH:8][CH2:9][CH2:10]1)([CH3:17])[CH3:16].